Dataset: Catalyst prediction with 721,799 reactions and 888 catalyst types from USPTO. Task: Predict which catalyst facilitates the given reaction. (1) The catalyst class is: 3. Reactant: [H-].[Na+].[N:3]1[CH:8]=[CH:7][CH:6]=[C:5]([CH2:9][OH:10])[CH:4]=1.Br[CH2:12][C:13]([O:15][CH2:16][CH3:17])=[O:14]. Product: [N:3]1[CH:8]=[CH:7][CH:6]=[C:5]([CH2:9][O:10][CH2:12][C:13]([O:15][CH2:16][CH3:17])=[O:14])[CH:4]=1. (2) Reactant: [CH:1]([NH:4][C:5]([C:7]1[C:15]2[C:10](=[N:11][CH:12]=[C:13]([O:16][C:17]3[CH:22]=[CH:21][CH:20]=[CH:19][CH:18]=3)[N:14]=2)[N:9](COCC[Si](C)(C)C)[CH:8]=1)=[O:6])([CH3:3])[CH3:2].FC(F)(F)C(O)=O. Product: [CH:1]([NH:4][C:5]([C:7]1[C:15]2[C:10](=[N:11][CH:12]=[C:13]([O:16][C:17]3[CH:22]=[CH:21][CH:20]=[CH:19][CH:18]=3)[N:14]=2)[NH:9][CH:8]=1)=[O:6])([CH3:3])[CH3:2]. The catalyst class is: 4.